This data is from Reaction yield outcomes from USPTO patents with 853,638 reactions. The task is: Predict the reaction yield, written as a fraction of the theoretical maximum amount of product (1.0 means a 100% yield; for example, 0.34 means a 34% yield). (1) The catalyst is CO. The yield is 0.670. The product is [OH:23][C:22]1[C:7]2[C:8]([C:18]([O:20][CH3:21])=[O:19])=[C:9]([CH2:12][CH2:13][C:14]([O:16][CH3:17])=[O:15])[N:10]=[CH:11][C:6]=2[O:5][C:4]=1[C:3]([O:2][CH3:1])=[O:26]. The reactants are [CH3:1][O:2][C:3](=[O:26])[CH2:4][O:5][C:6]1[C:7]([C:22](OC)=[O:23])=[C:8]([C:18]([O:20][CH3:21])=[O:19])[C:9]([CH2:12][CH2:13][C:14]([O:16][CH3:17])=[O:15])=[N:10][CH:11]=1.C[O-].[Na+]. (2) The yield is 0.750. The product is [F:1][C:2]1[CH:7]=[CH:6][C:5]([O:8][CH3:9])=[CH:4][C:3]=1[C:10]1[CH:15]=[CH:14][C:13]([CH2:16][OH:17])=[CH:12][C:11]=1[C:20]1[C@@:21]2([CH3:29])[C:26]([CH3:28])([CH3:27])[C@@H:24]([CH:25]=1)[CH2:23][CH2:22]2. The reactants are [F:1][C:2]1[CH:7]=[CH:6][C:5]([O:8][CH3:9])=[CH:4][C:3]=1[C:10]1[CH:15]=[CH:14][C:13]([C:16](OC)=[O:17])=[CH:12][C:11]=1[C:20]1[C@@:21]2([CH3:29])[C:26]([CH3:28])([CH3:27])[C@@H:24]([CH:25]=1)[CH2:23][CH2:22]2.[H-].[H-].[H-].[H-].[Li+].[Al+3].[OH-].[Na+]. The catalyst is C1COCC1. (3) The reactants are [CH3:1][O:2][C:3]1[CH:4]=[CH:5][C:6]([NH:11][C:12]2[C:13]3[N:14]([N:40]=[CH:41][N:42]=3)[CH:15]=[C:16]([N:18]3[CH2:23][CH2:22][CH2:21][CH:20]([NH:24][C:25]([C:27]4[CH:39]=[CH:38][C:30]([C:31]([O:33]C(C)(C)C)=[O:32])=[CH:29][CH:28]=4)=[O:26])[CH2:19]3)[CH:17]=2)=[N:7][C:8]=1[O:9][CH3:10].[C:43]([OH:49])([C:45]([F:48])([F:47])[F:46])=[O:44].C(Cl)Cl. No catalyst specified. The product is [F:46][C:45]([F:48])([F:47])[C:43]([OH:49])=[O:44].[CH3:1][O:2][C:3]1[CH:4]=[CH:5][C:6]([NH:11][C:12]2[C:13]3[N:14]([N:40]=[CH:41][N:42]=3)[CH:15]=[C:16]([N:18]3[CH2:23][CH2:22][CH2:21][CH:20]([NH:24][C:25]([C:27]4[CH:39]=[CH:38][C:30]([C:31]([OH:33])=[O:32])=[CH:29][CH:28]=4)=[O:26])[CH2:19]3)[CH:17]=2)=[N:7][C:8]=1[O:9][CH3:10]. The yield is 0.280. (4) The reactants are [Si:1]([O:8][C@@H:9]1[C@H:13]([CH2:14][O:15][Si:16]([C:19]([CH3:22])([CH3:21])[CH3:20])([CH3:18])[CH3:17])[CH2:12][C@@H:11]([O:23][C:24]2[CH:29]=[C:28](Cl)[N:27]=[CH:26][N:25]=2)[CH2:10]1)([C:4]([CH3:7])([CH3:6])[CH3:5])([CH3:3])[CH3:2].C(=O)([O-])[O-].[Na+].[Na+]. The catalyst is CO.[Pd]. The product is [Si:1]([O:8][C@@H:9]1[C@H:13]([CH2:14][O:15][Si:16]([C:19]([CH3:20])([CH3:21])[CH3:22])([CH3:18])[CH3:17])[CH2:12][C@@H:11]([O:23][C:24]2[CH:29]=[CH:28][N:27]=[CH:26][N:25]=2)[CH2:10]1)([C:4]([CH3:5])([CH3:6])[CH3:7])([CH3:2])[CH3:3]. The yield is 0.700. (5) The reactants are F[C:2]1[CH:3]=[C:4]2[C:9](=[CH:10][CH:11]=1)[C:8](=[O:12])[CH2:7][CH2:6][CH2:5]2.[C:13]1([SH:19])[CH:18]=[CH:17][CH:16]=[CH:15][CH:14]=1.C([O-])([O-])=O.[K+].[K+].O. The catalyst is CN1CCCC1=O.CCOC(C)=O. The product is [C:13]1([S:19][C:2]2[CH:3]=[C:4]3[C:9](=[CH:10][CH:11]=2)[C:8](=[O:12])[CH2:7][CH2:6][CH2:5]3)[CH:18]=[CH:17][CH:16]=[CH:15][CH:14]=1. The yield is 0.943. (6) The reactants are [CH:1]1([C:4]2[C:13]3[C:8](=[CH:9][CH:10]=[CH:11][CH:12]=3)[C:7]([N:14]=[C:15]=[S:16])=[CH:6][CH:5]=2)[CH2:3][CH2:2]1.Cl.[NH2:18][NH:19][C:20](N)=[NH:21].C(N(C(C)C)CC)(C)C. The catalyst is CN(C)C=O. The product is [NH2:21][C:20]1[N:14]([C:7]2[C:8]3[C:13](=[CH:12][CH:11]=[CH:10][CH:9]=3)[C:4]([CH:1]3[CH2:3][CH2:2]3)=[CH:5][CH:6]=2)[C:15]([SH:16])=[N:18][N:19]=1. The yield is 0.440.